Task: Predict the product of the given reaction.. Dataset: Forward reaction prediction with 1.9M reactions from USPTO patents (1976-2016) (1) Given the reactants [Br:1][C:2]1[CH:3]=[C:4]([CH:9]=[C:10]([NH:12][CH:13]2[CH2:17][CH2:16][CH2:15][CH2:14]2)[CH:11]=1)[C:5]([O:7][CH3:8])=[O:6].[C:18](=O)([O-])[O-].[Cs+].[Cs+].[CH2:24](I)[CH3:25], predict the reaction product. The product is: [Br:1][C:2]1[CH:11]=[C:10]([N:12]([CH:13]2[CH2:17][CH2:16][CH2:15][CH2:14]2)[CH2:24][CH3:25])[C:9]([CH3:18])=[C:4]([CH:3]=1)[C:5]([O:7][CH3:8])=[O:6]. (2) Given the reactants [Br:1][C:2]1[C:10]2[C:5](=[CH:6][CH:7]=[CH:8][C:9]=2[F:11])[NH:4][N:3]=1.[Cl:12][C:13]1[CH:21]=[CH:20][CH:19]=[C:18]([C:22]([F:25])([F:24])[F:23])[C:14]=1[C:15](Cl)=[O:16], predict the reaction product. The product is: [Br:1][C:2]1[C:10]2[C:5](=[CH:6][CH:7]=[CH:8][C:9]=2[F:11])[N:4]([C:15]([C:14]2[C:18]([C:22]([F:23])([F:24])[F:25])=[CH:19][CH:20]=[CH:21][C:13]=2[Cl:12])=[O:16])[N:3]=1. (3) Given the reactants [Mg].Br[C:3]1[CH:4]=[C:5]([O:9][CH3:10])[CH:6]=[CH:7][CH:8]=1.[CH2:11]([N:18]1[CH2:23][CH2:22][C:21](=[O:24])[CH2:20][CH2:19]1)[C:12]1[CH:17]=[CH:16][CH:15]=[CH:14][CH:13]=1, predict the reaction product. The product is: [CH2:11]([N:18]1[CH2:23][CH2:22][C:21]([C:3]2[CH:8]=[CH:7][CH:6]=[C:5]([O:9][CH3:10])[CH:4]=2)([OH:24])[CH2:20][CH2:19]1)[C:12]1[CH:13]=[CH:14][CH:15]=[CH:16][CH:17]=1. (4) Given the reactants [NH2:1][C:2]1[C:3]([C:10]([O:12][CH2:13][CH3:14])=[O:11])=[N:4][C:5]([Cl:9])=[N:6][C:7]=1Cl.[NH:15]1[CH:19]=[CH:18][CH:17]=[N:16]1, predict the reaction product. The product is: [NH2:1][C:2]1[C:3]([C:10]([O:12][CH2:13][CH3:14])=[O:11])=[N:4][C:5]([Cl:9])=[N:6][C:7]=1[N:15]1[CH:19]=[CH:18][CH:17]=[N:16]1. (5) Given the reactants [CH2:1]([O:8][C:9]1[CH:10]=[C:11]([N:18]2[CH2:23][CH2:22][N:21]([C:24](=[O:26])[CH3:25])[CH2:20][CH2:19]2)[CH:12]=[CH:13][C:14]=1[N+:15]([O-])=O)[C:2]1[CH:7]=[CH:6][CH:5]=[CH:4][CH:3]=1, predict the reaction product. The product is: [NH2:15][C:14]1[CH:13]=[CH:12][C:11]([N:18]2[CH2:23][CH2:22][N:21]([C:24](=[O:26])[CH3:25])[CH2:20][CH2:19]2)=[CH:10][C:9]=1[O:8][CH2:1][C:2]1[CH:7]=[CH:6][CH:5]=[CH:4][CH:3]=1. (6) The product is: [Br:6][C:7]1[CH:8]=[CH:9][C:10]([CH:4]([OH:3])[CH2:5][CH2:19][CH2:15][CH2:16][CH3:17])=[CH:13][CH:14]=1. Given the reactants CC[O:3][CH2:4][CH3:5].[Br:6][C:7]1[CH:14]=[CH:13][C:10](C=O)=[CH:9][CH:8]=1.[CH2:15]1[CH2:19]O[CH2:17][CH2:16]1, predict the reaction product. (7) Given the reactants C([O:3][CH:4]1[CH:8]([NH:9][C:10]([CH2:12][N:13]2[CH2:19][CH:18]=[CH:17][CH2:16][CH:15]([NH:20][C:21]([C:23]3[C:32]4[C:27](=[CH:28][CH:29]=[CH:30][CH:31]=4)[CH:26]=[CH:25][N:24]=3)=[O:22])[C:14]2=[O:33])=[O:11])[CH2:7][C:6](=[O:34])[O:5]1)C.FC(F)(F)C(O)=O, predict the reaction product. The product is: [OH:3][CH:4]1[CH:8]([NH:9][C:10]([CH2:12][N:13]2[CH2:19][CH:18]=[CH:17][CH2:16][CH:15]([NH:20][C:21]([C:23]3[C:32]4[C:27](=[CH:28][CH:29]=[CH:30][CH:31]=4)[CH:26]=[CH:25][N:24]=3)=[O:22])[C:14]2=[O:33])=[O:11])[CH2:7][C:6](=[O:34])[O:5]1. (8) Given the reactants [O:1]1[CH:5]=[CH:4][C:3](B(O)O)=[CH:2]1.Br[C:10]1[S:18][C:17]2[C:12](=[N:13][CH:14]=[CH:15][C:16]=2[NH:19][C:20]2[CH:21]=[C:22]3[C:26](=[CH:27][CH:28]=2)[NH:25][C:24]([CH3:29])=[CH:23]3)[CH:11]=1, predict the reaction product. The product is: [O:1]1[CH:5]=[CH:4][C:3]([C:10]2[S:18][C:17]3[C:12](=[N:13][CH:14]=[CH:15][C:16]=3[NH:19][C:20]3[CH:21]=[C:22]4[C:26](=[CH:27][CH:28]=3)[NH:25][C:24]([CH3:29])=[CH:23]4)[CH:11]=2)=[CH:2]1. (9) The product is: [C:11]([O:15][C:16]([N:18]1[CH2:23][CH2:22][CH:21]([O:24][C:9](=[O:10])[NH:8][C:3]2[CH:4]=[CH:5][CH:6]=[CH:7][C:2]=2[Br:1])[CH2:20][CH2:19]1)=[O:17])([CH3:14])([CH3:12])[CH3:13]. Given the reactants [Br:1][C:2]1[CH:7]=[CH:6][CH:5]=[CH:4][C:3]=1[N:8]=[C:9]=[O:10].[C:11]([O:15][C:16]([N:18]1[CH2:23][CH2:22][CH:21]([OH:24])[CH2:20][CH2:19]1)=[O:17])([CH3:14])([CH3:13])[CH3:12], predict the reaction product. (10) Given the reactants [Mg].Br[C:3]1[CH:8]=[CH:7][CH:6]=[CH:5][CH:4]=1.[CH2:9]([CH:14]1[CH2:19][CH2:18][C:17](=O)[CH2:16][CH2:15]1)[CH2:10][CH2:11][CH2:12][CH3:13].[Cl-].[NH4+], predict the reaction product. The product is: [CH2:9]([CH:14]1[CH2:19][CH2:18][C:17]([C:3]2[CH:8]=[CH:7][CH:6]=[CH:5][CH:4]=2)=[CH:16][CH2:15]1)[CH2:10][CH2:11][CH2:12][CH3:13].